Dataset: Full USPTO retrosynthesis dataset with 1.9M reactions from patents (1976-2016). Task: Predict the reactants needed to synthesize the given product. (1) The reactants are: [Br:1][CH:2]1[C:6](=[O:7])[N:5]([C:8]([CH3:17])([CH3:16])[CH2:9][C:10]2[CH:15]=[CH:14][CH:13]=[CH:12][CH:11]=2)[N:4]=[C:3]1[CH:18]([CH3:20])[CH3:19].C(N(CC)CC)C.[C:28](Cl)(=[O:35])[C:29]1[CH:34]=[CH:33][CH:32]=[CH:31][CH:30]=1. Given the product [C:28]([O:7][C:6]1[N:5]([C:8]([CH3:16])([CH3:17])[CH2:9][C:10]2[CH:15]=[CH:14][CH:13]=[CH:12][CH:11]=2)[N:4]=[C:3]([CH:18]([CH3:20])[CH3:19])[C:2]=1[Br:1])(=[O:35])[C:29]1[CH:34]=[CH:33][CH:32]=[CH:31][CH:30]=1, predict the reactants needed to synthesize it. (2) Given the product [CH3:3][O:4][C@@H:5]([CH2:9][C:10]1[C:15]2[S:16][CH:17]=[CH:18][C:14]=2[C:13]([O:19][CH2:20][CH2:21][C:22]2[N:23]=[C:24]([C:28]3[CH:33]=[CH:32][CH:31]=[CH:30][CH:29]=3)[O:25][C:26]=2[CH3:27])=[CH:12][CH:11]=1)[C:6]([OH:8])=[O:7], predict the reactants needed to synthesize it. The reactants are: O=O.[CH3:3][O:4]/[C:5](=[CH:9]\[C:10]1[C:15]2[S:16][CH:17]=[CH:18][C:14]=2[C:13]([O:19][CH2:20][CH2:21][C:22]2[N:23]=[C:24]([C:28]3[CH:33]=[CH:32][CH:31]=[CH:30][CH:29]=3)[O:25][C:26]=2[CH3:27])=[CH:12][CH:11]=1)/[C:6]([OH:8])=[O:7].C1([C@@H](N)C)C=CC=CC=1.[H][H].Cl. (3) Given the product [F:25][C:23]1[CH:22]=[CH:21][C:3]([O:4][CH2:5][C:6]([N:8]([CH:18]([CH3:20])[CH3:19])[NH:9][C:10]([CH:12]2[CH2:17][CH2:16][CH2:15][CH2:14][CH2:13]2)=[O:11])=[O:7])=[C:2]([C:36]2[CH:37]=[CH:38][CH:39]=[CH:40][C:35]=2[O:34][C:33]([F:32])([F:45])[F:44])[CH:24]=1, predict the reactants needed to synthesize it. The reactants are: Br[C:2]1[CH:24]=[C:23]([F:25])[CH:22]=[CH:21][C:3]=1[O:4][CH2:5][C:6]([N:8]([CH:18]([CH3:20])[CH3:19])[NH:9][C:10]([CH:12]1[CH2:17][CH2:16][CH2:15][CH2:14][CH2:13]1)=[O:11])=[O:7].C([O-])([O-])=O.[Na+].[Na+].[F:32][C:33]([F:45])([F:44])[O:34][C:35]1[CH:40]=[CH:39][CH:38]=[CH:37][C:36]=1B(O)O. (4) Given the product [CH3:36][C:4]1[CH:3]=[C:2]([C:40]2[CH:41]=[CH:42][N:37]=[CH:38][CH:39]=2)[CH:7]=[C:6]([CH3:8])[C:5]=1[S:9][C:10]1[C:11]2[N:34]([CH3:35])[CH:33]=[CH:32][C:12]=2[N:13]=[C:14]([N:16]([C:24]2[CH:25]=[CH:26][C:27]([C:30]#[N:31])=[CH:28][CH:29]=2)[C:17](=[O:23])[O:18][C:19]([CH3:20])([CH3:22])[CH3:21])[N:15]=1, predict the reactants needed to synthesize it. The reactants are: Br[C:2]1[CH:7]=[C:6]([CH3:8])[C:5]([S:9][C:10]2[C:11]3[N:34]([CH3:35])[CH:33]=[CH:32][C:12]=3[N:13]=[C:14]([N:16]([C:24]3[CH:29]=[CH:28][C:27]([C:30]#[N:31])=[CH:26][CH:25]=3)[C:17](=[O:23])[O:18][C:19]([CH3:22])([CH3:21])[CH3:20])[N:15]=2)=[C:4]([CH3:36])[CH:3]=1.[N:37]1[CH:42]=[CH:41][C:40](B(O)O)=[CH:39][CH:38]=1.C1COCC1.C([O-])([O-])=O.[Na+].[Na+].